From a dataset of Forward reaction prediction with 1.9M reactions from USPTO patents (1976-2016). Predict the product of the given reaction. (1) Given the reactants [CH3:1][O:2][C:3]1[CH:4]=[C:5]2[C:10](=[CH:11][CH:12]=1)[CH:9]=[C:8]([O:13][C:14]1[CH:19]=[CH:18][C:17]([N+:20]([O-])=O)=[CH:16][CH:15]=1)[CH:7]=[CH:6]2, predict the reaction product. The product is: [CH3:1][O:2][C:3]1[CH:4]=[C:5]2[C:10](=[CH:11][CH:12]=1)[CH:9]=[C:8]([O:13][C:14]1[CH:19]=[CH:18][C:17]([NH2:20])=[CH:16][CH:15]=1)[CH:7]=[CH:6]2. (2) Given the reactants [Br:1][C:2]1[C:10]2[N:9]=[N:8][N:7]([CH2:11][CH:12]3[CH2:14][CH2:13]3)[C:6]=2[CH:5]=[CH:4][C:3]=1[O:15][C:16]1[C:21]([CH2:22][OH:23])=[CH:20][CH:19]=[CH:18][N:17]=1.CCN(CC)CC.[CH3:31][S:32](Cl)(=[O:34])=[O:33], predict the reaction product. The product is: [CH3:31][S:32]([O:23][CH2:22][C:21]1[C:16]([O:15][C:3]2[CH:4]=[CH:5][C:6]3[N:7]([CH2:11][CH:12]4[CH2:13][CH2:14]4)[N:8]=[N:9][C:10]=3[C:2]=2[Br:1])=[N:17][CH:18]=[CH:19][CH:20]=1)(=[O:34])=[O:33]. (3) The product is: [CH:1]1([C:4]2[C:5]([O:13][CH2:14][C:15]([F:18])([F:17])[F:16])=[CH:6][C:7]([C:10]([N:24]3[CH2:25][C:21]([F:29])([F:20])[CH2:22][C@H:23]3[C:26]([NH2:28])=[O:27])=[O:12])=[N:8][CH:9]=2)[CH2:2][CH2:3]1. Given the reactants [CH:1]1([C:4]2[C:5]([O:13][CH2:14][C:15]([F:18])([F:17])[F:16])=[CH:6][C:7]([C:10]([OH:12])=O)=[N:8][CH:9]=2)[CH2:3][CH2:2]1.Cl.[F:20][C:21]1([F:29])[CH2:25][NH:24][C@@H:23]([C:26]([NH2:28])=[O:27])[CH2:22]1, predict the reaction product. (4) The product is: [OH:25][C:21]1[CH:20]=[C:19]([C:8]2[CH2:9][CH2:10][CH2:11][C:12]3[CH:17]=[C:16]([OH:18])[CH:15]=[CH:14][C:13]=3[C:7]=2[CH2:6][CH2:5][CH2:4][CH2:3][CH2:2][N:27]([CH3:26])[CH2:28][CH2:29][CH2:30][CH2:31][S:32]([CH2:34][CH2:35][CH2:36][C:37]([F:43])([F:42])[C:38]([F:39])([F:40])[F:41])=[O:33])[CH:24]=[CH:23][CH:22]=1. Given the reactants Br[CH2:2][CH2:3][CH2:4][CH2:5][CH2:6][C:7]1[C:13]2[CH:14]=[CH:15][C:16]([OH:18])=[CH:17][C:12]=2[CH2:11][CH2:10][CH2:9][C:8]=1[C:19]1[CH:24]=[CH:23][CH:22]=[C:21]([OH:25])[CH:20]=1.[CH3:26][NH:27][CH2:28][CH2:29][CH2:30][CH2:31][S:32]([CH2:34][CH2:35][CH2:36][C:37]([F:43])([F:42])[C:38]([F:41])([F:40])[F:39])=[O:33], predict the reaction product. (5) Given the reactants [CH2:1]([O:3][CH2:4][C:5]([OH:7])=[O:6])[CH3:2].C1(N=C=NC2CCCCC2)CCCCC1.CN(C1C=CC=CN=1)C.[C:32]([O:35][CH:36]1[C:37]([OH:76])([CH3:75])[CH2:38][CH2:39][CH:40]([O:67][Si:68]([C:71]([CH3:74])([CH3:73])[CH3:72])([CH3:70])[CH3:69])[CH2:41][C:42]([O:44][CH:45](/[C:50](/[CH3:66])=[CH:51]/[CH:52]=[CH:53]/[CH:54]([CH3:65])[CH2:55][CH:56]2[O:64][CH:57]2[CH:58]([CH3:63])[CH:59](O)[CH2:60][CH3:61])[CH:46]([CH3:49])[CH:47]=[CH:48]1)=[O:43])(=[O:34])[CH3:33], predict the reaction product. The product is: [C:32]([O:35][CH:36]1[C:37]([OH:76])([CH3:75])[CH2:38][CH2:39][CH:40]([O:67][Si:68]([C:71]([CH3:72])([CH3:73])[CH3:74])([CH3:69])[CH3:70])[CH2:41][C:42]([O:44][CH:45](/[C:50](/[CH3:66])=[CH:51]/[CH:52]=[CH:53]/[CH:54]([CH3:65])[CH2:55][CH:56]2[O:64][CH:57]2[CH:58]([CH3:63])[CH:59]([O:6][C:5](=[O:7])[CH2:4][O:3][CH2:1][CH3:2])[CH2:60][CH3:61])[CH:46]([CH3:49])[CH:47]=[CH:48]1)=[O:43])(=[O:34])[CH3:33]. (6) Given the reactants [Cl:1][C:2]1[CH:7]=[C:6]([N:8]2[CH:12]=[N:11][N:10]=[N:9]2)[CH:5]=[CH:4][C:3]=1[CH2:13][C:14]([O:16]C)=[O:15].[Li+].[OH-].Cl, predict the reaction product. The product is: [Cl:1][C:2]1[CH:7]=[C:6]([N:8]2[CH:12]=[N:11][N:10]=[N:9]2)[CH:5]=[CH:4][C:3]=1[CH2:13][C:14]([OH:16])=[O:15]. (7) Given the reactants [CH2:1]([NH2:8])[C:2]1[CH:7]=[CH:6][CH:5]=[CH:4][CH:3]=1.C(N(CC)CC)C.Br[CH2:17][C:18]([C:20]1[CH:25]=[CH:24][C:23]([F:26])=[CH:22][CH:21]=1)=[O:19].[Cl-].[NH4+], predict the reaction product. The product is: [CH2:1]([NH:8][CH2:17][C:18]([C:20]1[CH:25]=[CH:24][C:23]([F:26])=[CH:22][CH:21]=1)=[O:19])[C:2]1[CH:7]=[CH:6][CH:5]=[CH:4][CH:3]=1.